Dataset: Full USPTO retrosynthesis dataset with 1.9M reactions from patents (1976-2016). Task: Predict the reactants needed to synthesize the given product. (1) Given the product [Cl:12][C:4]1[CH:5]=[CH:6][CH:7]=[CH:8][C:3]=1[O:2][P:1](=[N:13][C@@H:14]([CH3:22])[C:15]([O:17][CH2:18][CH2:19][CH2:20][CH3:21])=[O:16])=[O:9], predict the reactants needed to synthesize it. The reactants are: [P:1](Cl)(Cl)(=[O:9])[O:2][C:3]1[CH:8]=[CH:7][CH:6]=[CH:5][CH:4]=1.[ClH:12].[NH2:13][C@@H:14]([CH3:22])[C:15]([O:17][CH2:18][CH2:19][CH2:20][CH3:21])=[O:16].C(N(CC)C(C)C)(C)C. (2) Given the product [NH2:8][CH:9]([C:18]([N:20]1[CH2:21][CH2:22][N:23]([CH2:26][C:27]2[CH:28]=[CH:29][CH:30]=[CH:31][CH:32]=2)[CH2:24][CH2:25]1)=[O:19])[CH2:10][C:11]1[CH:16]=[CH:15][C:14]([Cl:17])=[CH:13][CH:12]=1, predict the reactants needed to synthesize it. The reactants are: C(OC([NH:8][CH:9]([C:18]([N:20]1[CH2:25][CH2:24][N:23]([CH2:26][C:27]2[CH:32]=[CH:31][CH:30]=[CH:29][CH:28]=2)[CH2:22][CH2:21]1)=[O:19])[CH2:10][C:11]1[CH:16]=[CH:15][C:14]([Cl:17])=[CH:13][CH:12]=1)=O)(C)(C)C.C(Cl)Cl.FC(F)(F)C(O)=O.Cl.